This data is from CYP2D6 inhibition data for predicting drug metabolism from PubChem BioAssay. The task is: Regression/Classification. Given a drug SMILES string, predict its absorption, distribution, metabolism, or excretion properties. Task type varies by dataset: regression for continuous measurements (e.g., permeability, clearance, half-life) or binary classification for categorical outcomes (e.g., BBB penetration, CYP inhibition). Dataset: cyp2d6_veith. (1) The molecule is COc1cccc2c(=O)c(C(=O)NCc3cccs3)c[nH]c12. The result is 1 (inhibitor). (2) The drug is COC(=O)c1cc(OC)ccc1-c1ccc(OC)cc1. The result is 1 (inhibitor). (3) The molecule is COC(=O)[C@@H]1O[C@@H](c2c(OC)c(OC)c(C)c(OC)c2OC)[C@H](C)[C@@H](O)[C@@H]1C. The result is 0 (non-inhibitor). (4) The compound is CN1CCCC[C@@H]1CCN1c2ccccc2Sc2ccc(S(C)=O)cc21. The result is 0 (non-inhibitor). (5) The drug is COc1ccccc1CN1CCCC2(CCN(C(C)=O)CC2)C1. The result is 1 (inhibitor).